Dataset: Reaction yield outcomes from USPTO patents with 853,638 reactions. Task: Predict the reaction yield, written as a fraction of the theoretical maximum amount of product (1.0 means a 100% yield; for example, 0.34 means a 34% yield). The yield is 0.600. The reactants are [NH2:1][C:2]([NH2:4])=[O:3].[H-].[Na+].[C:7]([CH:11]1[CH2:20][CH2:19][C:18]2[N:17]=[C:16]3[S:21][C:22](S(C)(=O)=O)=[N:23][C:15]3=[CH:14][C:13]=2[CH2:12]1)([CH3:10])([CH3:9])[CH3:8]. The product is [C:7]([CH:11]1[CH2:20][CH2:19][C:18]2[N:17]=[C:16]3[S:21][C:22]([NH:1][C:2]([NH2:4])=[O:3])=[N:23][C:15]3=[CH:14][C:13]=2[CH2:12]1)([CH3:10])([CH3:8])[CH3:9]. The catalyst is CS(C)=O.CCOC(C)=O.